From a dataset of Reaction yield outcomes from USPTO patents with 853,638 reactions. Predict the reaction yield, written as a fraction of the theoretical maximum amount of product (1.0 means a 100% yield; for example, 0.34 means a 34% yield). (1) The reactants are [CH2:1]([NH:8][CH2:9][CH2:10][NH2:11])[C:2]1[CH:7]=[CH:6][CH:5]=[CH:4][CH:3]=1.[C:12]([N:14]=[C:15](SC)SC)#[N:13]. The catalyst is O1CCOCC1.ClCCl. The product is [CH2:1]([N:8]1[CH2:9][CH2:10][NH:11][C:15]1=[N:14][C:12]#[N:13])[C:2]1[CH:7]=[CH:6][CH:5]=[CH:4][CH:3]=1. The yield is 0.950. (2) The reactants are [N+:1]([C:4]1[CH:5]=[CH:6][C:7]([N:10]2[CH2:14][CH2:13][CH2:12][CH2:11]2)=[N:8][CH:9]=1)([O-])=O. The catalyst is C(O)C. The product is [N:10]1([C:7]2[N:8]=[CH:9][C:4]([NH2:1])=[CH:5][CH:6]=2)[CH2:14][CH2:13][CH2:12][CH2:11]1. The yield is 0.980. (3) The reactants are [CH2:1]([Mg]Cl)[CH3:2].[C:5]([C:7]1[CH:13]=[CH:12][CH:11]=[CH:10][C:8]=1[NH2:9])#N.Cl.C1C[O:18]CC1. No catalyst specified. The product is [NH2:9][C:8]1[CH:10]=[CH:11][CH:12]=[CH:13][C:7]=1[C:5](=[O:18])[CH2:1][CH3:2]. The yield is 0.680.